From a dataset of Reaction yield outcomes from USPTO patents with 853,638 reactions. Predict the reaction yield, written as a fraction of the theoretical maximum amount of product (1.0 means a 100% yield; for example, 0.34 means a 34% yield). (1) The reactants are [CH3:1][C:2]1[N:3]([C:8]2[N:13]=[CH:12][C:11]([C@@H:14]([OH:30])[CH2:15][NH:16][C:17]([C@H:19]3[CH2:28][CH2:27][C:26]4[C:21](=[CH:22][CH:23]=[C:24]([I:29])[CH:25]=4)[O:20]3)=O)=[CH:10][CH:9]=2)[C:4]([CH3:7])=[CH:5][CH:6]=1.B.CSC. The catalyst is C1COCC1. The product is [CH3:1][C:2]1[N:3]([C:8]2[N:13]=[CH:12][C:11]([C@@H:14]([OH:30])[CH2:15][NH:16][CH2:17][C@H:19]3[CH2:28][CH2:27][C:26]4[C:21](=[CH:22][CH:23]=[C:24]([I:29])[CH:25]=4)[O:20]3)=[CH:10][CH:9]=2)[C:4]([CH3:7])=[CH:5][CH:6]=1. The yield is 0.630. (2) The catalyst is O1CCCC1. The yield is 0.740. The product is [Br:34][C:35]1[CH:44]=[CH:43][C:38]([C:39]([O:41][CH3:42])=[O:40])=[CH:37][C:36]=1[O:45][CH2:49][CH2:48][C:47]([F:52])([F:51])[F:46]. The reactants are C1(P(C2C=CC=CC=2)C2C=CC=CC=2)C=CC=CC=1.N(C(OC(C)C)=O)=NC(OC(C)C)=O.[Br:34][C:35]1[CH:44]=[CH:43][C:38]([C:39]([O:41][CH3:42])=[O:40])=[CH:37][C:36]=1[OH:45].[F:46][C:47]([F:52])([F:51])[CH2:48][CH2:49]O. (3) The reactants are C[O-].[Na+].[F:4][CH:5]([F:8])[C:6]#[N:7].Cl.[CH3:10][O:11][C:12](=[O:17])[CH:13]([CH2:15][OH:16])N. The catalyst is CO. The product is [F:4][CH:5]([F:8])[C:6]1[O:16][CH2:15][CH:13]([C:12]([O:11][CH3:10])=[O:17])[N:7]=1. The yield is 0.890. (4) The reactants are [Br:1][C:2]1[CH:3]=[N:4][C:5]2[N:6]([N:8]=[C:9]([CH3:13])[C:10]=2[CH:11]=O)[CH:7]=1.Cl.[NH2:15][CH2:16][CH:17]([CH2:24][CH2:25][CH3:26])[CH2:18][C:19](OCC)=[O:20].C(N(CC)CC)C.[BH4-].[Na+]. The catalyst is CO.O. The product is [Br:1][C:2]1[CH:3]=[N:4][C:5]2[N:6]([N:8]=[C:9]([CH3:13])[C:10]=2[CH2:11][N:15]2[CH2:16][CH:17]([CH2:24][CH2:25][CH3:26])[CH2:18][C:19]2=[O:20])[CH:7]=1. The yield is 0.450.